This data is from Reaction yield outcomes from USPTO patents with 853,638 reactions. The task is: Predict the reaction yield, written as a fraction of the theoretical maximum amount of product (1.0 means a 100% yield; for example, 0.34 means a 34% yield). (1) The reactants are [CH2:1]([O:8][C:9]([C:11]1[CH:16]=[CH:15][C:14]([OH:17])=[C:13]([C:18]([O:20][CH2:21][C:22]2[CH:27]=[CH:26][CH:25]=[CH:24][CH:23]=2)=[O:19])[CH:12]=1)=[O:10])[C:2]1[CH:7]=[CH:6][CH:5]=[CH:4][CH:3]=1.C(=O)([O-])[O-].[K+].[K+].[CH3:34][O:35][C:36](=[O:39])[CH2:37]Br. The catalyst is CN(C=O)C.C(OCC)(=O)C. The product is [CH2:1]([O:8][C:9](=[O:10])[C:11]1[CH:16]=[CH:15][C:14]([O:17][CH2:37][C:36]([O:35][CH3:34])=[O:39])=[C:13]([C:18]([O:20][CH2:21][C:22]2[CH:27]=[CH:26][CH:25]=[CH:24][CH:23]=2)=[O:19])[CH:12]=1)[C:2]1[CH:3]=[CH:4][CH:5]=[CH:6][CH:7]=1. The yield is 0.540. (2) The reactants are [C:1]([O:5][C:6]([NH:8][C:9]1[CH:10]=[CH:11][C:12]([F:15])=[N:13][CH:14]=1)=[O:7])([CH3:4])([CH3:3])[CH3:2].[Li]CCCC.[C:21](=[O:23])=[O:22]. No catalyst specified. The product is [C:1]([O:5][C:6]([NH:8][C:9]1[C:10]([C:21]([OH:23])=[O:22])=[CH:11][C:12]([F:15])=[N:13][CH:14]=1)=[O:7])([CH3:4])([CH3:2])[CH3:3]. The yield is 0.250. (3) The yield is 0.721. The catalyst is C(Cl)Cl. The reactants are [CH3:1][C:2]1[O:3][C:4]2[CH:10]=[C:9]([C:11]3[CH:12]=[CH:13][C:14]([NH2:17])=[N:15][CH:16]=3)[C:8]([CH3:18])=[CH:7][C:5]=2[N:6]=1.[Cl:19][C:20]1[CH:28]=[CH:27][CH:26]=[CH:25][C:21]=1[C:22](Cl)=[O:23].CCN(C(C)C)C(C)C.C([O-])(O)=O.[Na+].C(Cl)Cl. The product is [CH3:1][C:2]1[O:3][C:4]2[CH:10]=[C:9]([C:11]3[CH:12]=[CH:13][C:14]([NH:17][C:22]([C:21]4[CH:25]=[CH:26][CH:27]=[CH:28][C:20]=4[Cl:19])=[O:23])=[N:15][CH:16]=3)[C:8]([CH3:18])=[CH:7][C:5]=2[N:6]=1. (4) The reactants are [Br:1][C:2]1[CH:7]=[CH:6][C:5]([C@@H:8]([NH2:10])[CH3:9])=[CH:4][CH:3]=1.[C:11]([O-])(O)=[O:12].[Na+].ClC(Cl)(OC(=O)OC(Cl)(Cl)Cl)Cl. The catalyst is C(Cl)Cl. The product is [Br:1][C:2]1[CH:7]=[CH:6][C:5]([CH:8]([N:10]=[C:11]=[O:12])[CH3:9])=[CH:4][CH:3]=1. The yield is 0.630. (5) The catalyst is C1C=CC([P]([Pd]([P](C2C=CC=CC=2)(C2C=CC=CC=2)C2C=CC=CC=2)([P](C2C=CC=CC=2)(C2C=CC=CC=2)C2C=CC=CC=2)[P](C2C=CC=CC=2)(C2C=CC=CC=2)C2C=CC=CC=2)(C2C=CC=CC=2)C2C=CC=CC=2)=CC=1. The reactants are Br[C:2]1[CH:3]=[CH:4][C:5]2[N:9]=[N:8][N:7]([C@@H:10]([C:12]3[CH:17]=[CH:16][C:15]([Cl:18])=[CH:14][C:13]=3[C:19]([F:22])([F:21])[F:20])[CH3:11])[C:6]=2[CH:23]=1.C(O[C:29]([N:31]1[CH2:36][CH:35]=[C:34](B(O)O)[CH2:33][CH2:32]1)=[O:30])(C)(C)C.C(=O)([O-])[O-].[K+].[K+]. The yield is 0.830. The product is [Cl:18][C:15]1[CH:16]=[CH:17][C:12]([C@H:10]([N:7]2[C:6]3[CH:23]=[C:2]([C:34]4[CH2:33][CH2:32][N:31]([C:29]([C@H:32]5[CH2:33][CH2:34][CH2:35][CH2:36][NH:31]5)=[O:30])[CH2:36][CH:35]=4)[CH:3]=[CH:4][C:5]=3[N:9]=[N:8]2)[CH3:11])=[C:13]([C:19]([F:22])([F:21])[F:20])[CH:14]=1.